This data is from Full USPTO retrosynthesis dataset with 1.9M reactions from patents (1976-2016). The task is: Predict the reactants needed to synthesize the given product. (1) Given the product [CH3:39][S:40]([N:3]1[CH2:8][CH2:7][CH:6]([NH:9][C:10]([NH:12][C:13]2[N:14]=[C:15]3[CH:21]=[CH:20][N:19]([CH2:22][O:23][CH2:24][CH2:25][Si:26]([CH3:29])([CH3:28])[CH3:27])[C:16]3=[N:17][CH:18]=2)=[O:11])[CH2:5][CH2:4]1)(=[O:42])=[O:41], predict the reactants needed to synthesize it. The reactants are: Cl.Cl.[NH:3]1[CH2:8][CH2:7][CH:6]([NH:9][C:10]([NH:12][C:13]2[N:14]=[C:15]3[CH:21]=[CH:20][N:19]([CH2:22][O:23][CH2:24][CH2:25][Si:26]([CH3:29])([CH3:28])[CH3:27])[C:16]3=[N:17][CH:18]=2)=[O:11])[CH2:5][CH2:4]1.C(N(CC)C(C)C)(C)C.[CH3:39][S:40](Cl)(=[O:42])=[O:41]. (2) Given the product [ClH:18].[ClH:18].[Cl:18][C:19]1[CH:20]=[CH:21][C:22]([O:43][CH2:44][CH:45]([CH3:47])[CH3:46])=[C:23]([CH2:25][N:26]2[C:30]([CH3:31])=[CH:29][C:28]([C:32]3[NH:36][C:35]4[CH:37]=[CH:38][C:39]([CH2:41][N:16]([CH3:17])[CH3:15])=[CH:40][C:34]=4[N:33]=3)=[N:27]2)[CH:24]=1, predict the reactants needed to synthesize it. The reactants are: C(O[BH-](OC(=O)C)OC(=O)C)(=O)C.[Na+].[CH3:15][NH:16][CH3:17].[Cl:18][C:19]1[CH:20]=[CH:21][C:22]([O:43][CH2:44][CH:45]([CH3:47])[CH3:46])=[C:23]([CH2:25][N:26]2[C:30]([CH3:31])=[CH:29][C:28]([C:32]3[NH:36][C:35]4[CH:37]=[CH:38][C:39]([CH:41]=O)=[CH:40][C:34]=4[N:33]=3)=[N:27]2)[CH:24]=1. (3) Given the product [NH2:1][CH2:2][C@:3]12[CH2:41][CH2:40][C@@H:39]([C:42]([CH3:44])=[CH2:43])[C@@H:4]1[C@@H:5]1[C@@:18]([CH3:21])([CH2:19][CH2:20]2)[C@@:17]2([CH3:22])[C@@H:8]([C@:9]3([CH3:38])[C@@H:14]([CH2:15][CH2:16]2)[C:13]([CH3:24])([CH3:23])[C:12]([C:25]2[CH:37]=[CH:36][C:28]([C:29]([OH:31])=[O:30])=[CH:27][CH:26]=2)=[CH:11][CH2:10]3)[CH2:7][CH2:6]1, predict the reactants needed to synthesize it. The reactants are: [NH2:1][CH2:2][C@:3]12[CH2:41][CH2:40][C@@H:39]([C:42]([CH3:44])=[CH2:43])[C@@H:4]1[C@@H:5]1[C@@:18]([CH3:21])([CH2:19][CH2:20]2)[C@@:17]2([CH3:22])[C@@H:8]([C@:9]3([CH3:38])[C@@H:14]([CH2:15][CH2:16]2)[C:13]([CH3:24])([CH3:23])[C:12]([C:25]2[CH:37]=[CH:36][C:28]([C:29]([O:31]C(C)(C)C)=[O:30])=[CH:27][CH:26]=2)=[CH:11][CH2:10]3)[CH2:7][CH2:6]1.C(O)(C(F)(F)F)=O. (4) Given the product [Br:1][C:2]1[C:3]([O:12][CH3:13])=[C:4]([CH2:5][OH:6])[CH:7]=[C:8]([O:10][CH3:11])[CH:9]=1, predict the reactants needed to synthesize it. The reactants are: [Br:1][C:2]1[C:3]([O:12][CH3:13])=[C:4]([CH:7]=[C:8]([O:10][CH3:11])[CH:9]=1)[CH:5]=[O:6].[H-].[H-].[H-].[H-].[Li+].[Al+3].Cl. (5) Given the product [CH3:1][CH2:2][CH2:3][CH2:4][C:5]1[N:9]([CH2:10][C:11]2[CH:16]=[CH:15][C:14]([C:17]3[CH:18]=[CH:19][CH:20]=[CH:21][C:22]=3[C:23]3[N:27]=[N:26][NH:25][N:24]=3)=[CH:13][CH:12]=2)[C:8]([CH2:28][OH:29])=[C:7]([Cl:30])[N:6]=1, predict the reactants needed to synthesize it. The reactants are: [CH3:1][CH2:2][CH2:3][CH2:4][C:5]1[N:9]([CH2:10][C:11]2[CH:12]=[CH:13][C:14]([C:17]3[CH:18]=[CH:19][CH:20]=[CH:21][C:22]=3[C:23]3[N:27]=[N:26][N-:25][N:24]=3)=[CH:15][CH:16]=2)[C:8]([CH2:28][OH:29])=[C:7]([Cl:30])[N:6]=1.[K+].OC1O[C@H](CO)[C@@H](O[C@@H]2O[C@H](CO)[C@H](O)[C@H](O)[C@H]2O)[C@H](O)[C@H]1O. (6) Given the product [CH2:15]([CH:17]([CH2:25][CH2:26][CH2:27][CH3:28])[CH2:18][O:19][C:20](=[O:24])[CH2:21][CH2:22][S:23][C:2]1[CH:3]=[C:4]2[C:9](=[CH:10][CH:11]=1)[N:8]1[N:12]=[CH:13][N:14]=[C:7]1[CH:6]=[CH:5]2)[CH3:16], predict the reactants needed to synthesize it. The reactants are: Br[C:2]1[CH:3]=[C:4]2[C:9](=[CH:10][CH:11]=1)[N:8]1[N:12]=[CH:13][N:14]=[C:7]1[CH:6]=[CH:5]2.[CH2:15]([CH:17]([CH2:25][CH2:26][CH2:27][CH3:28])[CH2:18][O:19][C:20](=[O:24])[CH2:21][CH2:22][SH:23])[CH3:16].CCN(C(C)C)C(C)C.C1(P(C2C=CC=CC=2)C2C3OC4C(=CC=CC=4P(C4C=CC=CC=4)C4C=CC=CC=4)C(C)(C)C=3C=CC=2)C=CC=CC=1. (7) Given the product [CH2:1]([C:5]12[CH2:17][CH2:16][C:15](=[O:18])[C:14]([C:19]3[CH:24]=[CH:23][C:22]([O:25][CH2:36][CH2:37][N:38]4[CH2:43][CH2:42][CH2:41][CH2:40][CH2:39]4)=[CH:21][CH:20]=3)=[C:13]1[C:12]1[C:7](=[CH:8][C:9]([O:26][CH3:27])=[CH:10][CH:11]=1)[CH2:6]2)[CH2:2][CH2:3][CH3:4], predict the reactants needed to synthesize it. The reactants are: [CH2:1]([C:5]12[CH2:17][CH2:16][C:15](=[O:18])[C:14]([C:19]3[CH:24]=[CH:23][C:22]([OH:25])=[CH:21][CH:20]=3)=[C:13]1[C:12]1[C:7](=[CH:8][C:9]([O:26][CH3:27])=[CH:10][CH:11]=1)[CH2:6]2)[CH2:2][CH2:3][CH3:4].C(=O)([O-])[O-].[Cs+].[Cs+].Cl.Cl[CH2:36][CH2:37][N:38]1[CH2:43][CH2:42][CH2:41][CH2:40][CH2:39]1.